From a dataset of Reaction yield outcomes from USPTO patents with 853,638 reactions. Predict the reaction yield, written as a fraction of the theoretical maximum amount of product (1.0 means a 100% yield; for example, 0.34 means a 34% yield). (1) The reactants are [CH:1]1([NH:5][S:6]([C:9]2[CH:10]=[C:11]3[C:16](=[CH:17][CH:18]=2)[NH:15][CH:14]([C:19]2[CH:24]=[C:23]([F:25])[CH:22]=[C:21](Br)[CH:20]=2)[CH2:13][C:12]3([CH3:28])[CH3:27])(=[O:8])=[O:7])[CH2:4][CH2:3][CH2:2]1.Cl.CN(C)CC(O)=O.[NH:37]1[CH2:42][CH2:41][O:40][CH2:39][CH2:38]1.C(=O)([O-])[O-].[K+].[K+]. The catalyst is CS(C)=O.[Cu]I. The product is [CH:1]1([NH:5][S:6]([C:9]2[CH:10]=[C:11]3[C:16](=[CH:17][CH:18]=2)[NH:15][CH:14]([C:19]2[CH:20]=[C:21]([N:37]4[CH2:42][CH2:41][O:40][CH2:39][CH2:38]4)[CH:22]=[C:23]([F:25])[CH:24]=2)[CH2:13][C:12]3([CH3:28])[CH3:27])(=[O:8])=[O:7])[CH2:4][CH2:3][CH2:2]1. The yield is 0.400. (2) The reactants are Br[C:2]1[CH:7]=[CH:6][C:5]([O:8][CH3:9])=[C:4]([N+:10]([O-:12])=[O:11])[CH:3]=1.Cl.[C@H:14]12[CH2:20][C@H:17]([O:18][CH2:19]1)[CH2:16][NH:15]2.C1(P(C2CCCCC2)C2C=CC=CC=2C2C=CC=CC=2)CCCCC1.C(=O)([O-])[O-].[Cs+].[Cs+].C(N(CC)CC)C. The catalyst is O1CCOCC1.C([O-])(=O)C.[Pd+2].C([O-])(=O)C. The product is [CH3:9][O:8][C:5]1[CH:6]=[CH:7][C:2]([N:15]2[CH2:16][C@@H:17]3[CH2:20][C@H:14]2[CH2:19][O:18]3)=[CH:3][C:4]=1[N+:10]([O-:12])=[O:11]. The yield is 0.660. (3) The reactants are [Br:1]Br.[Cl:3][C:4]1[CH:9]=[CH:8][C:7]([C:10](=[O:12])[CH3:11])=[CH:6][CH:5]=1. The catalyst is CC(O)=O.Br. The product is [Br:1][CH2:11][C:10]([C:7]1[CH:8]=[CH:9][C:4]([Cl:3])=[CH:5][CH:6]=1)=[O:12]. The yield is 0.326. (4) The reactants are [C:1]1([S:7]([N:10]2[C:14]3[CH:15]=[N:16][C:17]([C:20]#[N:21])=[C:18](O)[C:13]=3[C:12]3[CH:22]=[C:23]([Cl:26])[CH:24]=[N:25][C:11]2=3)(=[O:9])=[O:8])[CH:6]=[CH:5][CH:4]=[CH:3][CH:2]=1.P(Cl)(Cl)(Cl)(Cl)[Cl:28]. The catalyst is P(Cl)(Cl)(Cl)=O.ClCCl. The product is [C:1]1([S:7]([N:10]2[C:14]3[CH:15]=[N:16][C:17]([C:20]#[N:21])=[C:18]([Cl:28])[C:13]=3[C:12]3[CH:22]=[C:23]([Cl:26])[CH:24]=[N:25][C:11]2=3)(=[O:9])=[O:8])[CH:6]=[CH:5][CH:4]=[CH:3][CH:2]=1. The yield is 0.590. (5) The reactants are [Cl:1][C:2]1[CH:7]=[CH:6][CH:5]=[CH:4][C:3]=1[N:8]=[C:9]=[S:10].C[Si]([N-][Si](C)(C)C)(C)C.[Na+].[CH2:21]([OH:23])[CH3:22].Br[CH2:25][N+:26]([O-:28])=[O:27]. The catalyst is C1COCC1.C(#N)C. The product is [NH2:8][C:3]1[C:2]2[CH:7]=[CH:22][C:21](=[O:23])[N:8]([C:3]3[CH:4]=[CH:5][CH:6]=[CH:7][C:2]=3[Cl:1])[C:9]=2[S:10][C:25]=1[N+:26]([O-:28])=[O:27]. The yield is 0.410.